This data is from Forward reaction prediction with 1.9M reactions from USPTO patents (1976-2016). The task is: Predict the product of the given reaction. Given the reactants [Cl:1][C:2]1[CH:7]=[CH:6][C:5]([C:8]2[S:9][C:10](C(O)=O)=[C:11]([CH3:13])[N:12]=2)=[C:4]([O:17][CH3:18])[CH:3]=1.C([N:21]([CH2:24]C)CC)C.C1(P(N=[N+]=[N-])(C2C=CC=CC=2)=[O:33])C=CC=CC=1.[C:43]([OH:47])([CH3:46])([CH3:45])[CH3:44], predict the reaction product. The product is: [C:43]([O:47][C:24](=[O:33])[NH:21][C:10]1[S:9][C:8]([C:5]2[CH:6]=[CH:7][C:2]([Cl:1])=[CH:3][C:4]=2[O:17][CH3:18])=[N:12][C:11]=1[CH3:13])([CH3:46])([CH3:45])[CH3:44].